Dataset: Forward reaction prediction with 1.9M reactions from USPTO patents (1976-2016). Task: Predict the product of the given reaction. (1) Given the reactants CC([O-])(C)C.[K+].[CH2:7]([N:14]([CH2:22]C(OCC)=O)[CH2:15][CH2:16][CH2:17][CH2:18][C:19]([OH:21])=O)[C:8]1[CH:13]=[CH:12][CH:11]=[CH:10][CH:9]=1.Cl, predict the reaction product. The product is: [CH2:7]([N:14]1[CH2:15][CH2:16][CH2:17][CH2:18][C:19](=[O:21])[CH2:22]1)[C:8]1[CH:9]=[CH:10][CH:11]=[CH:12][CH:13]=1. (2) The product is: [C:15]([O:18][C:19](=[O:20])[NH:13][CH2:12][C:7]1[CH:8]=[C:9]2[C:4](=[CH:5][CH:6]=1)[NH:3][C:2](=[O:1])[CH2:11][CH2:10]2)([CH3:17])([CH3:16])[CH3:14]. Given the reactants [O:1]=[C:2]1[CH2:11][CH2:10][C:9]2[C:4](=[CH:5][CH:6]=[C:7]([C:12]#[N:13])[CH:8]=2)[NH:3]1.[CH3:14][C:15]([O:18][C:19](O[C:19]([O:18][C:15]([CH3:17])([CH3:16])[CH3:14])=[O:20])=[O:20])([CH3:17])[CH3:16].[BH4-].[Na+], predict the reaction product. (3) The product is: [CH2:28]([N:25]([CH2:26][CH3:27])[C:23](=[O:24])[NH:22][C:18]1[CH:17]=[C:16]([CH:11]2[C:10]([CH3:30])([CH3:31])[CH2:9][C:8]3[C:13](=[CH:14][CH:15]=[C:6]([C:4]([OH:5])=[O:3])[CH:7]=3)[NH:12]2)[CH:21]=[CH:20][CH:19]=1)[CH3:29]. Given the reactants C([O:3][C:4]([C:6]1[CH:7]=[C:8]2[C:13](=[CH:14][CH:15]=1)[NH:12][CH:11]([C:16]1[CH:21]=[CH:20][CH:19]=[C:18]([NH:22][C:23]([N:25]([CH2:28][CH3:29])[CH2:26][CH3:27])=[O:24])[CH:17]=1)[C:10]([CH3:31])([CH3:30])[CH2:9]2)=[O:5])C.Cl, predict the reaction product. (4) Given the reactants C(O)(C(F)(F)F)=O.C(OC([N:15]1[C@H:20]([C:21]2[NH:25][C:24]3[CH:26]=[CH:27][C:28]([C:30]4[CH:31]=[C:32]5[C:37](=[CH:38][CH:39]=4)[CH:36]=[C:35]([C:40]4[N:41]=[C:42]([C@@H:46]6[CH2:51][C@@H:50]7[C@@H:48]([CH2:49]7)[N:47]6C(OC(C)(C)C)=O)[NH:43][C:44]=4[Cl:45])[CH:34]=[CH:33]5)=[CH:29][C:23]=3[N:22]=2)[CH2:19][C@@H:18]2[C@H:16]1[CH2:17]2)=O)(C)(C)C, predict the reaction product. The product is: [C@@H:16]12[CH2:17][C@@H:18]1[CH2:19][C@@H:20]([C:21]1[NH:25][C:24]3[CH:26]=[CH:27][C:28]([C:30]4[CH:39]=[CH:38][C:37]5[C:32](=[CH:33][CH:34]=[C:35]([C:40]6[NH:41][C:42]([C@@H:46]7[CH2:51][C@@H:50]8[C@@H:48]([CH2:49]8)[NH:47]7)=[N:43][C:44]=6[Cl:45])[CH:36]=5)[CH:31]=4)=[CH:29][C:23]=3[N:22]=1)[NH:15]2. (5) Given the reactants [NH2:1][CH2:2][CH2:3][CH2:4][CH2:5][CH2:6][CH2:7][N:8]1[CH2:13][CH2:12][CH:11]([C:14]2[CH:15]=[C:16]([NH:20][C:21](=[O:25])[CH:22]([CH3:24])[CH3:23])[CH:17]=[CH:18][CH:19]=2)[CH2:10][CH2:9]1.[CH:26]1[CH:31]=[CH:30][C:29]([C:32]2[CH:37]=[CH:36][C:35]([N:38]=[C:39]=[O:40])=[CH:34][CH:33]=2)=[CH:28][CH:27]=1, predict the reaction product. The product is: [C:32]1([C:29]2[CH:28]=[CH:27][CH:26]=[CH:31][CH:30]=2)[CH:33]=[CH:34][C:35]([NH:38][C:39]([NH:1][CH2:2][CH2:3][CH2:4][CH2:5][CH2:6][CH2:7][N:8]2[CH2:13][CH2:12][CH:11]([C:14]3[CH:15]=[C:16]([NH:20][C:21](=[O:25])[CH:22]([CH3:23])[CH3:24])[CH:17]=[CH:18][CH:19]=3)[CH2:10][CH2:9]2)=[O:40])=[CH:36][CH:37]=1. (6) Given the reactants Br[C:2]1[CH:13]=[CH:12][C:5]2[N:6]([CH3:11])[C:7](=[O:10])[N:8]([CH3:9])[C:4]=2[CH:3]=1.[B:14]1([B:14]2[O:18][C:17]([CH3:20])([CH3:19])[C:16]([CH3:22])([CH3:21])[O:15]2)[O:18][C:17]([CH3:20])([CH3:19])[C:16]([CH3:22])([CH3:21])[O:15]1.C(Cl)Cl.CC([O-])=O.[K+], predict the reaction product. The product is: [CH3:11][N:6]1[C:5]2[CH:12]=[CH:13][C:2]([B:14]3[O:18][C:17]([CH3:20])([CH3:19])[C:16]([CH3:22])([CH3:21])[O:15]3)=[CH:3][C:4]=2[N:8]([CH3:9])[C:7]1=[O:10]. (7) Given the reactants [Cl:1][C:2]1[CH:7]=[CH:6][C:5]([I:8])=[CH:4][C:3]=1[CH:9]=[CH2:10].CC[C@H]1[C@H]2C[C@H]([C@H](OC3C4C(=CC=CC=4)C(O[C@H](C4C=CN=C5C=4C=C(OC)C=C5)[C@@H]4N5C[C@H](CC)[C@@H](CC5)C4)=NN=3)C3C=CN=C4C=3C=C([O:32]C)C=C4)N(CC2)C1.S([O-])([O-])=O.[Na+].[Na+].[OH2:75], predict the reaction product. The product is: [Cl:1][C:2]1[CH:7]=[CH:6][C:5]([I:8])=[CH:4][C:3]=1[C@H:9]([OH:32])[CH2:10][OH:75].